This data is from Reaction yield outcomes from USPTO patents with 853,638 reactions. The task is: Predict the reaction yield, written as a fraction of the theoretical maximum amount of product (1.0 means a 100% yield; for example, 0.34 means a 34% yield). (1) The reactants are [CH2:1]([C:8]1[CH:9]=[C:10]([NH:14][C:15]2[N:23]=[CH:22][C:21]([F:24])=[CH:20][C:16]=2[C:17]([OH:19])=O)[CH:11]=[CH:12][CH:13]=1)[C:2]1[CH:7]=[CH:6][CH:5]=[CH:4][CH:3]=1.[NH2:25][C@@H:26]1[CH2:31][CH2:30][C@H:29]([NH:32][C:33]([C:35]2[N:36]=[C:37]3[CH:42]=[CH:41][CH:40]=[CH:39][N:38]3[CH:43]=2)=[O:34])[CH2:28][CH2:27]1.C(N(CC)CC)C. The catalyst is C(#N)C. The product is [CH2:1]([C:8]1[CH:9]=[C:10]([NH:14][C:15]2[C:16]([C:17]([NH:25][C@@H:26]3[CH2:27][CH2:28][C@H:29]([NH:32][C:33]([C:35]4[N:36]=[C:37]5[CH:42]=[CH:41][CH:40]=[CH:39][N:38]5[CH:43]=4)=[O:34])[CH2:30][CH2:31]3)=[O:19])=[CH:20][C:21]([F:24])=[CH:22][N:23]=2)[CH:11]=[CH:12][CH:13]=1)[C:2]1[CH:7]=[CH:6][CH:5]=[CH:4][CH:3]=1. The yield is 0.470. (2) The reactants are Cl.[C:2](=[NH:6])([NH2:5])[CH2:3][CH3:4].C[O-].[Na+].[C:10]([C:12]1[CH:17]=[CH:16][CH:15]=[CH:14][C:13]=1[C:18]1[CH:23]=[CH:22][C:21]([CH2:24][CH:25]([C:30](=O)[CH2:31][CH2:32][CH3:33])[C:26](OC)=[O:27])=[CH:20][CH:19]=1)#[N:11]. The catalyst is CO. The product is [CH2:3]([C:2]1[NH:6][C:26](=[O:27])[C:25]([CH2:24][C:21]2[CH:22]=[CH:23][C:18]([C:13]3[C:12]([C:10]#[N:11])=[CH:17][CH:16]=[CH:15][CH:14]=3)=[CH:19][CH:20]=2)=[C:30]([CH2:31][CH2:32][CH3:33])[N:5]=1)[CH3:4]. The yield is 0.820. (3) The reactants are [NH2:1][C:2]1[N:6]([C:7]2[CH:8]=[C:9]([CH2:13][OH:14])[CH:10]=[CH:11][CH:12]=2)[N:5]=[C:4]([C:15]([CH3:18])([CH3:17])[CH3:16])[CH:3]=1.[OH-].[Na+].Cl[C:22]([O:24][CH2:25][C:26]([Cl:29])([Cl:28])[Cl:27])=[O:23]. The catalyst is CCOC(C)=O. The product is [Cl:27][C:26]([Cl:29])([Cl:28])[CH2:25][O:24][C:22](=[O:23])[NH:1][C:2]1[N:6]([C:7]2[CH:12]=[CH:11][CH:10]=[C:9]([CH2:13][OH:14])[CH:8]=2)[N:5]=[C:4]([C:15]([CH3:18])([CH3:17])[CH3:16])[CH:3]=1. The yield is 0.990. (4) The reactants are [CH3:1][O:2][C:3]1[CH:4]=[C:5]2[C:10](=[CH:11][C:12]=1[O:13][CH3:14])[N:9]=[CH:8][CH:7]=[C:6]2[O:15][C:16]1[CH:22]=[CH:21][C:19]([NH2:20])=[C:18]([CH3:23])[C:17]=1[CH3:24].C1(C)C=CC=CC=1.C(N(CC)CC)C.Cl[C:40](Cl)([O:42]C(=O)OC(Cl)(Cl)Cl)Cl.[Br:51][C:52]1[CH:53]=[C:54]([CH:58]=[CH:59][CH:60]=1)[CH:55]([OH:57])[CH3:56]. The catalyst is C(Cl)Cl. The product is [CH3:1][O:2][C:3]1[CH:4]=[C:5]2[C:10](=[CH:11][C:12]=1[O:13][CH3:14])[N:9]=[CH:8][CH:7]=[C:6]2[O:15][C:16]1[CH:22]=[CH:21][C:19]([NH:20][C:40](=[O:42])[O:57][CH:55]([C:54]2[CH:58]=[CH:59][CH:60]=[C:52]([Br:51])[CH:53]=2)[CH3:56])=[C:18]([CH3:23])[C:17]=1[CH3:24]. The yield is 0.670. (5) The reactants are [C:1]([C:4]1[C:9]([C:10]2[CH:15]=[CH:14][CH:13]=[CH:12][CH:11]=2)=[N:8][N:7]([CH2:16][CH3:17])[C:6](=[O:18])[C:5]=1[N+:19]([O-])=O)(=[O:3])[CH3:2].N[C:23]1[CH:28]=[CH:27][C:26]([N+:29]([O-:31])=[O:30])=[CH:25][N:24]=1. The catalyst is C(O)C. The product is [C:1]([C:4]1[C:9]([C:10]2[CH:11]=[CH:12][CH:13]=[CH:14][CH:15]=2)=[N:8][N:7]([CH2:16][CH3:17])[C:6](=[O:18])[C:5]=1[NH:19][C:23]1[CH:28]=[CH:27][C:26]([N+:29]([O-:31])=[O:30])=[CH:25][N:24]=1)(=[O:3])[CH3:2]. The yield is 0.343.